Dataset: Full USPTO retrosynthesis dataset with 1.9M reactions from patents (1976-2016). Task: Predict the reactants needed to synthesize the given product. (1) Given the product [F:1][C:2]1[CH:7]=[C:6]([F:8])[CH:5]=[CH:4][C:3]=1[C:9]1[N:10]=[C:11]2[CH2:16][CH2:15][CH2:14][N:12]2[C:13]=1[I:24], predict the reactants needed to synthesize it. The reactants are: [F:1][C:2]1[CH:7]=[C:6]([F:8])[CH:5]=[CH:4][C:3]=1[C:9]1[N:10]=[C:11]2[CH2:16][CH2:15][CH2:14][N:12]2[CH:13]=1.C1C(=O)N([I:24])C(=O)C1.[O-]S([O-])(=S)=O.[Na+].[Na+]. (2) Given the product [NH:23]1[C:21]2=[C:22]3[C:17](=[CH:18][CH:19]=[CH:20]2)[CH2:16][CH2:15][CH2:14][N:13]3[C:1]1=[O:2], predict the reactants needed to synthesize it. The reactants are: [C:1](N1C=CN=C1)(N1C=CN=C1)=[O:2].[NH:13]1[C:22]2[C:17](=[CH:18][CH:19]=[CH:20][C:21]=2[NH2:23])[CH2:16][CH2:15][CH2:14]1.